From a dataset of Peptide-MHC class II binding affinity with 134,281 pairs from IEDB. Regression. Given a peptide amino acid sequence and an MHC pseudo amino acid sequence, predict their binding affinity value. This is MHC class II binding data. (1) The peptide sequence is NRIMADGGSIQNTNL. The MHC is HLA-DPA10301-DPB10402 with pseudo-sequence HLA-DPA10301-DPB10402. The binding affinity (normalized) is 0.445. (2) The MHC is HLA-DPA10201-DPB10101 with pseudo-sequence HLA-DPA10201-DPB10101. The binding affinity (normalized) is 0.955. The peptide sequence is EKKYFAATQFRPLAA. (3) The peptide sequence is ITVHTGDQHQVGNET. The MHC is DRB1_1501 with pseudo-sequence DRB1_1501. The binding affinity (normalized) is 0.285. (4) The peptide sequence is SWNLREMLAHAEETR. The MHC is DRB1_0101 with pseudo-sequence DRB1_0101. The binding affinity (normalized) is 0.438. (5) The peptide sequence is MERRFTSHLPVAQRG. The MHC is DRB5_0101 with pseudo-sequence DRB5_0101. The binding affinity (normalized) is 0.738. (6) The peptide sequence is RTKMFTRLIEDYFES. The MHC is DRB1_0101 with pseudo-sequence DRB1_0101. The binding affinity (normalized) is 0.379. (7) The peptide sequence is EKPMNVQSLGWNIIT. The MHC is HLA-DQA10501-DQB10303 with pseudo-sequence HLA-DQA10501-DQB10303. The binding affinity (normalized) is 0.426. (8) The binding affinity (normalized) is 0.152. The peptide sequence is PEFQSIVQTLNAMPE. The MHC is HLA-DQA10501-DQB10301 with pseudo-sequence HLA-DQA10501-DQB10301. (9) The peptide sequence is PQHMLMRVAVGIHQW. The MHC is HLA-DQA10501-DQB10301 with pseudo-sequence HLA-DQA10501-DQB10301. The binding affinity (normalized) is 0.411. (10) The peptide sequence is LRYRYGLFKQRIAKE. The MHC is HLA-DQA10501-DQB10301 with pseudo-sequence HLA-DQA10501-DQB10301. The binding affinity (normalized) is 0.0405.